From a dataset of Catalyst prediction with 721,799 reactions and 888 catalyst types from USPTO. Predict which catalyst facilitates the given reaction. (1) Reactant: [NH:1]1[C:9]2[C:4](=[CH:5][C:6]([NH:10][C:11]3[CH:16]=[CH:15][N:14]=[C:13]([C:17]4[CH:18]=[C:19]([CH:25]=[CH:26][CH:27]=4)[O:20][CH2:21][C:22]([OH:24])=O)[N:12]=3)=[CH:7][CH:8]=2)[CH:3]=[N:2]1.[NH4+].[Cl-:29].CN(C(ON1N=[N:45][C:40]2C=[CH:42][CH:43]=[N:44][C:39]1=2)=[N+](C)C)C.F[P-](F)(F)(F)(F)F.CCN(CC)CC. Product: [ClH:29].[NH:1]1[C:9]2[C:4](=[CH:5][C:6]([NH:10][C:11]3[CH:16]=[CH:15][N:14]=[C:13]([C:17]4[CH:18]=[C:19]([CH:25]=[CH:26][CH:27]=4)[O:20][CH2:21][C:22]([NH:45][C@@H:40]4[CH2:42][CH2:43][NH:44][CH2:39]4)=[O:24])[N:12]=3)=[CH:7][CH:8]=2)[CH:3]=[N:2]1. The catalyst class is: 18. (2) Product: [CH:13]([C:2]1[CH:3]=[CH:4][CH:5]=[C:6]2[C:11]=1[CH:10]=[C:9]([OH:12])[CH:8]=[CH:7]2)=[CH2:14]. Reactant: I[C:2]1[CH:3]=[CH:4][CH:5]=[C:6]2[C:11]=1[CH:10]=[C:9]([OH:12])[CH:8]=[CH:7]2.[CH2:13]([Sn](CCCC)(CCCC)C=C)[CH2:14]CC.O. The catalyst class is: 109. (3) Reactant: [Cl:1][C:2]1[NH:6][N:5]=[C:4]([CH3:7])[CH:3]=1.[OH2:8].[O-:9][Mn](=O)(=O)=O.[K+]. Product: [Cl:1][C:2]1[NH:6][N:5]=[C:4]([C:7]([OH:9])=[O:8])[CH:3]=1. The catalyst class is: 107. (4) Reactant: [F:1][C:2]1[CH:7]=[CH:6][C:5]([N:8]2[C:16]3[C:11](=[CH:12][C:13]([CH:17]([C:19]4[CH:24]=[CH:23][CH:22]=[CH:21][CH:20]=4)O)=[CH:14][CH:15]=3)[CH:10]=[N:9]2)=[CH:4][CH:3]=1.[CH3:25][O:26][C:27]([O:32][Si](C)(C)C)=[CH:28][CH2:29][CH2:30][CH3:31]. Product: [F:1][C:2]1[CH:7]=[CH:6][C:5]([N:8]2[C:16]3[C:11](=[CH:12][C:13]([CH:17]([C:19]4[CH:24]=[CH:23][CH:22]=[CH:21][CH:20]=4)[CH:28]([CH2:29][CH2:30][CH3:31])[C:27]([O:26][CH3:25])=[O:32])=[CH:14][CH:15]=3)[CH:10]=[N:9]2)=[CH:4][CH:3]=1. The catalyst class is: 388. (5) Reactant: [F:1][C:2]1[CH:7]=[CH:6][C:5]([CH2:8][CH2:9][CH2:10][NH:11][C@H:12]2[CH2:17][CH2:16][C@H:15]([C:18]3[CH:27]=[CH:26][C:21]4[NH:22][C:23](=[O:25])[O:24][C:20]=4[CH:19]=3)[CH2:14][CH2:13]2)=[CH:4][CH:3]=1.C([O-])(O)=O.[Na+].Br[CH2:34][C:35]([NH2:37])=[O:36].[Br-]. Product: [F:1][C:2]1[CH:7]=[CH:6][C:5]([CH2:8][CH2:9][CH2:10][N:11]([CH:12]2[CH2:17][CH2:16][CH:15]([C:18]3[CH:27]=[CH:26][C:21]4[NH:22][C:23](=[O:25])[O:24][C:20]=4[CH:19]=3)[CH2:14][CH2:13]2)[CH2:34][C:35]([NH2:37])=[O:36])=[CH:4][CH:3]=1. The catalyst class is: 18. (6) The catalyst class is: 67. Product: [NH2:28][C:24]1([C:21]2[CH:22]=[CH:23][C:18]([C:16]3[C:15]([C:36]4[CH:37]=[CH:38][CH:39]=[CH:40][CH:41]=4)=[CH:14][C:6]4[N:7]([C:8]5[CH:9]=[N:10][CH:11]=[CH:12][CH:13]=5)[S:2](=[O:1])(=[O:42])[CH2:3][O:4][C:5]=4[N:17]=3)=[CH:19][CH:20]=2)[CH2:25][CH2:26][CH2:27]1. Reactant: [O:1]=[S:2]1(=[O:42])[N:7]([C:8]2[CH:9]=[N:10][CH:11]=[CH:12][CH:13]=2)[C:6]2[CH:14]=[C:15]([C:36]3[CH:41]=[CH:40][CH:39]=[CH:38][CH:37]=3)[C:16]([C:18]3[CH:23]=[CH:22][C:21]([C:24]4([NH:28]C(=O)OC(C)(C)C)[CH2:27][CH2:26][CH2:25]4)=[CH:20][CH:19]=3)=[N:17][C:5]=2[O:4][CH2:3]1. (7) Product: [F:1][C:2]1[CH:3]=[C:4]([CH:14]=[CH:15][C:16]=1[F:17])[O:5][C:6]1[CH:13]=[CH:12][C:9]([CH2:10][N:33]2[CH2:34][CH2:35][CH:30]([C:25]3[CH:24]=[C:23]([NH:22][C:20](=[O:21])[CH:19]([CH3:18])[CH3:36])[CH:28]=[CH:27][C:26]=3[CH3:29])[CH2:31][CH2:32]2)=[CH:8][CH:7]=1. Reactant: [F:1][C:2]1[CH:3]=[C:4]([CH:14]=[CH:15][C:16]=1[F:17])[O:5][C:6]1[CH:13]=[CH:12][C:9]([CH:10]=O)=[CH:8][CH:7]=1.[CH3:18][CH:19]([CH3:36])[C:20]([NH:22][C:23]1[CH:28]=[CH:27][C:26]([CH3:29])=[C:25]([CH:30]2[CH2:35][CH2:34][NH:33][CH2:32][CH2:31]2)[CH:24]=1)=[O:21].C(O[BH-](OC(=O)C)OC(=O)C)(=O)C.[Na+].CC(O)=O. The catalyst class is: 26. (8) Reactant: [F:1][CH:2]([F:37])[C:3]1[CH:8]=[CH:7][CH:6]=[CH:5][C:4]=1[C:9]1[NH:13][C:12]2[CH:14]=[C:15]([F:36])[CH:16]=[C:17]([C:18]([NH:20][C:21]3[CH:26]=[CH:25][CH:24]=[C:23]([O:27][CH2:28][C@H:29]4[CH2:33][O:32]C(C)(C)[O:30]4)[CH:22]=3)=[O:19])[C:11]=2[N:10]=1. Product: [F:37][CH:2]([F:1])[C:3]1[CH:8]=[CH:7][CH:6]=[CH:5][C:4]=1[C:9]1[NH:13][C:12]2[CH:14]=[C:15]([F:36])[CH:16]=[C:17]([C:18]([NH:20][C:21]3[CH:26]=[CH:25][CH:24]=[C:23]([O:27][CH2:28][C@H:29]([OH:30])[CH2:33][OH:32])[CH:22]=3)=[O:19])[C:11]=2[N:10]=1. The catalyst class is: 209. (9) The catalyst class is: 100. Reactant: C(OC([N:8]1[C:12]2[CH:13]=[CH:14][C:15]([C:17]#[N:18])=[CH:16][C:11]=2[N:10]=[C:9]1[C:19]([C:25]1[C:33]([O:34][CH3:35])=[CH:32][C:31]([CH3:36])=[C:30]2[C:26]=1[CH2:27][CH2:28][N:29]2C(OC(C)(C)C)=O)([CH3:24])[CH2:20]C(O)=O)=O)(C)(C)C.[C:44]([O:48][C:49](N1C2C(=C(C(C3N([C:49]([O:48][C:44](C)(C)C)=[O:50])C4C=C(C#N)C=CC=4N=3)(C)CC(O)=O)C(OC)=CC=2C)CC1)=[O:50])(C)(C)C.Cl.[OH-].[NH4+]. Product: [C:17]([C:15]1[CH:14]=[CH:13][C:12]2[NH:8][C:9]([C:19]([C:25]3[C:33]([O:34][CH3:35])=[CH:32][C:31]([CH3:36])=[C:30]4[C:26]=3[CH2:27][CH2:28][NH:29]4)([CH3:24])[CH2:20][C:49]([O:48][CH3:44])=[O:50])=[N:10][C:11]=2[CH:16]=1)#[N:18].